Dataset: Reaction yield outcomes from USPTO patents with 853,638 reactions. Task: Predict the reaction yield, written as a fraction of the theoretical maximum amount of product (1.0 means a 100% yield; for example, 0.34 means a 34% yield). (1) The reactants are CCN(C(C)C)C(C)C.[C:10]1([C:16]2[NH:20][N:19]=[C:18]([C:21]([NH:23][CH2:24][C:25]([OH:27])=O)=[O:22])[CH:17]=2)[CH:15]=[CH:14][CH:13]=[CH:12][CH:11]=1.C1C=CC2N(O)N=NC=2C=1.CCN=C=NCCCN(C)C.Cl.Cl.NCC([N:55]1[CH2:60][CH2:59][CH:58]([O:61][C:62]2[CH:69]=[CH:68][CH:67]=[CH:66][C:63]=2[C:64]#[N:65])[CH2:57][CH2:56]1)=O.Cl.ClC1C=CC=CC=1OC1CCNCC1. The catalyst is CN(C=O)C.O. The product is [C:64]([C:63]1[CH:66]=[CH:67][CH:68]=[CH:69][C:62]=1[O:61][CH:58]1[CH2:59][CH2:60][N:55]([C:25](=[O:27])[CH2:24][NH:23][C:21]([C:18]2[CH:17]=[C:16]([C:10]3[CH:11]=[CH:12][CH:13]=[CH:14][CH:15]=3)[NH:20][N:19]=2)=[O:22])[CH2:56][CH2:57]1)#[N:65]. The yield is 0.0600. (2) The reactants are C([Li])CCC.[Br:6][C:7]1[CH:8]=[N:9][CH:10]=[CH:11][CH:12]=1.[CH3:13][C:14]([CH3:16])=[O:15].C(OC(=O)C)C. The catalyst is C1COCC1.CCCCCC. The product is [Br:6][C:7]1[CH:8]=[N:9][CH:10]=[CH:11][C:12]=1[C:14]([OH:15])([CH3:16])[CH3:13]. The yield is 0.110.